Dataset: Reaction yield outcomes from USPTO patents with 853,638 reactions. Task: Predict the reaction yield, written as a fraction of the theoretical maximum amount of product (1.0 means a 100% yield; for example, 0.34 means a 34% yield). (1) The reactants are [C:1]([O:5][C:6]([NH:8][C@H:9]([C:20]([O:22][CH:23]1[CH2:27][CH2:26][CH2:25][CH2:24]1)=[O:21])[CH2:10][CH2:11][O:12][Si](C(C)(C)C)(C)C)=[O:7])([CH3:4])([CH3:3])[CH3:2].CCOC(C)=O. The catalyst is C(O)(=O)C.C1COCC1.O. The product is [C:1]([O:5][C:6]([NH:8][C@H:9]([C:20]([O:22][CH:23]1[CH2:24][CH2:25][CH2:26][CH2:27]1)=[O:21])[CH2:10][CH2:11][OH:12])=[O:7])([CH3:4])([CH3:2])[CH3:3]. The yield is 0.950. (2) The reactants are [CH3:1][C:2]1[CH:7]=[CH:6][C:5]([N+:8]([O-])=O)=[CH:4][C:3]=1[NH:11][S:12]([CH2:15][CH2:16][CH3:17])(=[O:14])=[O:13]. The catalyst is [Ni].CO. The product is [NH2:8][C:5]1[CH:6]=[CH:7][C:2]([CH3:1])=[C:3]([NH:11][S:12]([CH2:15][CH2:16][CH3:17])(=[O:14])=[O:13])[CH:4]=1. The yield is 0.900. (3) The reactants are [CH3:1][O:2][C:3]1[CH:12]=[CH:11][CH:10]=[C:9]([CH:13]=C)[C:4]=1[C:5]([O:7][CH3:8])=[O:6].[O:15]=[O+][O-]. The catalyst is C(Cl)Cl. The product is [CH:13]([C:9]1[CH:10]=[CH:11][CH:12]=[C:3]([O:2][CH3:1])[C:4]=1[C:5]([O:7][CH3:8])=[O:6])=[O:15]. The yield is 0.536. (4) The reactants are [NH2:1][C:2]1[S:3][CH:4]=[C:5](/[C:7](=[N:11]/[O:12][C:13]([CH3:22])([CH3:21])[C:14]([O:16][C:17]([CH3:20])([CH3:19])[CH3:18])=[O:15])/[C:8]([OH:10])=[O:9])[N:6]=1. The catalyst is ClCCl.CN(C1C=CN=CC=1)C. The product is [C:17]([O:16][C:14](=[O:15])[C:13]([O:12]/[N:11]=[C:7](/[C:5]1[N:6]=[C:2]([NH:1][C:14]([O:16][C:17]([CH3:20])([CH3:19])[CH3:18])=[O:15])[S:3][CH:4]=1)\[C:8]([OH:10])=[O:9])([CH3:22])[CH3:21])([CH3:20])([CH3:19])[CH3:18]. The yield is 0.397. (5) The reactants are [CH2:1]([S:3](Cl)(=[O:5])=[O:4])[CH3:2].[Br:7][C:8]1[CH:9]=[C:10]([CH:12]=[C:13]([O:15][CH2:16][C:17]2[CH:22]=[CH:21][CH:20]=[CH:19][CH:18]=2)[CH:14]=1)[NH2:11].N1C=CC=CC=1.Cl. The catalyst is C(Cl)Cl. The product is [Br:7][C:8]1[CH:9]=[C:10]([NH:11][S:3]([CH2:1][CH3:2])(=[O:5])=[O:4])[CH:12]=[C:13]([O:15][CH2:16][C:17]2[CH:22]=[CH:21][CH:20]=[CH:19][CH:18]=2)[CH:14]=1. The yield is 0.940. (6) The reactants are [CH3:1][S:2](Cl)(=[O:4])=[O:3].C(N(CC)CC)C.[Cl:13][C:14]1[CH:22]=[CH:21][C:20]([OH:23])=[CH:19][C:15]=1[C:16]([NH2:18])=[O:17]. The catalyst is C(Cl)Cl. The product is [CH3:1][S:2]([O:23][C:20]1[CH:21]=[CH:22][C:14]([Cl:13])=[C:15]([C:16](=[O:17])[NH2:18])[CH:19]=1)(=[O:4])=[O:3]. The yield is 0.600.